This data is from Catalyst prediction with 721,799 reactions and 888 catalyst types from USPTO. The task is: Predict which catalyst facilitates the given reaction. (1) Reactant: [F:1][C:2]1[CH:3]=[CH:4][CH:5]=[C:6]2[C:10]=1[NH:9][CH:8]=[C:7]2[CH2:11][CH2:12][N:13]1[C:21](=[O:22])[C:20]2C(=CC=CC=2)C1=O.C(CN)[OH:25].[OH2:28].[OH-:29].[Na+]. Product: [C:21]([OH:22])(=[O:25])[C:20]([OH:29])=[O:28].[F:1][C:2]1[CH:3]=[CH:4][CH:5]=[C:6]2[C:10]=1[NH:9][CH:8]=[C:7]2[CH2:11][CH2:12][NH2:13]. The catalyst class is: 1. (2) The catalyst class is: 1. Reactant: C([O:3][C:4](=[O:43])[CH:5](C)[CH2:6][NH:7][C:8](=[O:41])[C:9]1[CH:14]=[CH:13][C:12]([O:15][CH:16]([C:24]2[CH:29]=[CH:28][C:27]([C:30]3[CH:35]=[CH:34][C:33]([C:36]([F:39])([F:38])[F:37])=[CH:32][CH:31]=3)=[CH:26][CH:25]=2)[CH2:17][CH:18]2[CH2:23][CH2:22][CH2:21][CH2:20][CH2:19]2)=[C:11](C)[CH:10]=1)C.[Li+].[OH-:45].Cl. Product: [CH:18]1([CH2:17][CH:16]([C:24]2[CH:25]=[CH:26][C:27]([C:30]3[CH:35]=[CH:34][C:33]([C:36]([F:38])([F:37])[F:39])=[CH:32][CH:31]=3)=[CH:28][CH:29]=2)[O:15][C:12]2[CH:13]=[CH:14][C:9]([C:8]([NH:7][CH2:6][CH:5]([OH:45])[C:4]([OH:3])=[O:43])=[O:41])=[CH:10][CH:11]=2)[CH2:23][CH2:22][CH2:21][CH2:20][CH2:19]1. (3) Reactant: [Cl:1][C:2]1[CH:3]=[C:4]([C:8]2[N:9]=[C:10]([N:16]3[C:20]4[CH:21]=[CH:22][C:23]([CH2:25][N:26]5[CH2:31][CH2:30][N:29]([CH3:32])[CH2:28][CH2:27]5)=[CH:24][C:19]=4[N:18]=[CH:17]3)[S:11][C:12]=2[C:13]([OH:15])=O)[CH:5]=[CH:6][CH:7]=1.C[N:34](C(N(C)C)=[N+]1C2C(=NC=CC=2)N=N1)C.F[P-](F)(F)(F)(F)F.[Cl-].[NH4+].C(N(C(C)C)CC)(C)C. Product: [Cl:1][C:2]1[CH:3]=[C:4]([C:8]2[N:9]=[C:10]([N:16]3[C:20]4[CH:21]=[CH:22][C:23]([CH2:25][N:26]5[CH2:31][CH2:30][N:29]([CH3:32])[CH2:28][CH2:27]5)=[CH:24][C:19]=4[N:18]=[CH:17]3)[S:11][C:12]=2[C:13]([NH2:34])=[O:15])[CH:5]=[CH:6][CH:7]=1. The catalyst class is: 9. (4) Reactant: [NH2:1][C:2]1[CH:7]=[CH:6][N:5]([CH:8]2[O:14][CH:13]([CH2:15][OH:16])[CH:12]([OH:17])[C:9]32[CH2:11][CH2:10]3)[C:4](=[O:18])[N:3]=1.Cl[C:20]1[CH:41]=[CH:40][CH:39]=[CH:38][C:21]=1[O:22][P:23](=[N:25][C@@H:26]([CH3:37])[C:27]([O:29][CH2:30][C:31]1[CH:36]=[CH:35][CH:34]=[CH:33][CH:32]=1)=[O:28])=[O:24].CN1C=CN=C1. Product: [NH2:1][C:2]1[CH:7]=[CH:6][N:5]([C@@H:8]2[O:14][C@H:13]([CH2:15][O:16][C:38]3[CH:39]=[CH:40][CH:41]=[CH:20][C:21]=3[O:22][P:23](=[N:25][C@@H:26]([CH3:37])[C:27]([O:29][CH2:30][C:31]3[CH:32]=[CH:33][CH:34]=[CH:35][CH:36]=3)=[O:28])=[O:24])[C@@H:12]([OH:17])[C:9]32[CH2:11][CH2:10]3)[C:4](=[O:18])[N:3]=1. The catalyst class is: 859. (5) Reactant: C([O:4][CH2:5][C:6]1[O:10][N:9]=[C:8]([CH2:11][O:12][NH:13][C:14]([CH:16]2[C:25]3[C:20](=[CH:21][CH:22]=[CH:23][CH:24]=3)[C:19](=[O:26])[N:18]([CH:27]3[CH2:32][CH2:31][CH2:30][CH2:29][CH:28]3[NH:33][S:34]([CH3:37])(=[O:36])=[O:35])[CH:17]2[C:38]2[CH:43]=[CH:42][C:41]([Cl:44])=[CH:40][C:39]=2[Cl:45])=[O:15])[N:7]=1)(=O)C.C(=O)([O-])[O-].[K+].[K+].C(OCC)(=O)C. Product: [Cl:45][C:39]1[CH:40]=[C:41]([Cl:44])[CH:42]=[CH:43][C:38]=1[CH:17]1[CH:16]([C:14]([NH:13][O:12][CH2:11][C:8]2[N:7]=[C:6]([CH2:5][OH:4])[O:10][N:9]=2)=[O:15])[C:25]2[C:20](=[CH:21][CH:22]=[CH:23][CH:24]=2)[C:19](=[O:26])[N:18]1[CH:27]1[CH2:32][CH2:31][CH2:30][CH2:29][CH:28]1[NH:33][S:34]([CH3:37])(=[O:36])=[O:35]. The catalyst class is: 5.